This data is from Reaction yield outcomes from USPTO patents with 853,638 reactions. The task is: Predict the reaction yield, written as a fraction of the theoretical maximum amount of product (1.0 means a 100% yield; for example, 0.34 means a 34% yield). The yield is 0.470. The reactants are C([C:3](CC)([C:7]([O-:9])=[O:8])C([O-])=O)C.[H-].[Na+].[H][H].[C:16]12[C:22](=[CH:23][CH:24]=[CH:25][CH:26]=1)[NH:21][C:20](=[O:27])[O:19][C:17]2=O.Cl.[CH3:29][C:30](N(C)C)=O. No catalyst specified. The product is [CH2:29]([O:9][C:7]([C:3]1[C:20](=[O:27])[NH:21][C:22]2[C:16]([C:17]=1[OH:19])=[CH:26][CH:25]=[CH:24][CH:23]=2)=[O:8])[CH3:30].